Dataset: Forward reaction prediction with 1.9M reactions from USPTO patents (1976-2016). Task: Predict the product of the given reaction. (1) Given the reactants [Br:1][C:2]1[CH:7]=[CH:6][C:5]([NH2:8])=[C:4]([C:9]2[CH2:14][CH2:13][CH2:12][CH2:11][CH:10]=2)[CH:3]=1.[C:15]([C:17]1[N:18]=[C:19]([C:30]([O-])=[O:31])[N:20]([CH2:22][O:23][CH2:24][CH2:25][Si:26]([CH3:29])([CH3:28])[CH3:27])[CH:21]=1)#[N:16].[K+].C1CN([P+](Br)(N2CCCC2)N2CCCC2)CC1.F[P-](F)(F)(F)(F)F.C(N(CC)C(C)C)(C)C, predict the reaction product. The product is: [Br:1][C:2]1[CH:7]=[CH:6][C:5]([NH:8][C:30]([C:19]2[N:20]([CH2:22][O:23][CH2:24][CH2:25][Si:26]([CH3:29])([CH3:28])[CH3:27])[CH:21]=[C:17]([C:15]#[N:16])[N:18]=2)=[O:31])=[C:4]([C:9]2[CH2:14][CH2:13][CH2:12][CH2:11][CH:10]=2)[CH:3]=1. (2) Given the reactants Cl[CH2:2][CH:3]=O.C(=O)(O)[O-].[Na+].[I:10][C:11]1[CH:12]=[C:13]2[C:18](=[CH:19][CH:20]=1)[N:17]=[C:16]([NH2:21])[CH:15]=[CH:14]2, predict the reaction product. The product is: [I:10][C:11]1[CH:12]=[C:13]2[C:18](=[CH:19][CH:20]=1)[N:17]1[CH:2]=[CH:3][N:21]=[C:16]1[CH:15]=[CH:14]2.